From a dataset of Full USPTO retrosynthesis dataset with 1.9M reactions from patents (1976-2016). Predict the reactants needed to synthesize the given product. (1) The reactants are: C(OC([N:8]1[CH2:12][CH2:11][CH:10]([O:13][CH2:14][C:15]2[CH:20]=[CH:19][C:18]([Cl:21])=[CH:17][CH:16]=2)[CH2:9]1)=O)(C)(C)C. Given the product [Cl:21][C:18]1[CH:19]=[CH:20][C:15]([CH2:14][O:13][CH:10]2[CH2:11][CH2:12][NH:8][CH2:9]2)=[CH:16][CH:17]=1, predict the reactants needed to synthesize it. (2) Given the product [C:24]([C:4]1[CH:3]=[C:2]([B:31]2[O:35][C:34]([CH3:37])([CH3:36])[C:33]([CH3:39])([CH3:38])[O:32]2)[CH:22]=[C:21]([CH3:23])[C:5]=1[O:6][C@H:7]1[CH2:12][CH2:11][N:10]([C:13]([O:15][C:16]([CH3:19])([CH3:17])[CH3:18])=[O:14])[CH2:9][C@H:8]1[F:20])#[N:25], predict the reactants needed to synthesize it. The reactants are: Br[C:2]1[CH:22]=[C:21]([CH3:23])[C:5]([O:6][C@H:7]2[CH2:12][CH2:11][N:10]([C:13]([O:15][C:16]([CH3:19])([CH3:18])[CH3:17])=[O:14])[CH2:9][C@H:8]2[F:20])=[C:4]([C:24]#[N:25])[CH:3]=1.C([O-])(=O)C.[K+].[B:31]1([B:31]2[O:35][C:34]([CH3:37])([CH3:36])[C:33]([CH3:39])([CH3:38])[O:32]2)[O:35][C:34]([CH3:37])([CH3:36])[C:33]([CH3:39])([CH3:38])[O:32]1. (3) The reactants are: [CH2:1]([C:8]1[N:13]=[C:12]([C:14]([O:16][CH3:17])=[O:15])[C:11]([O:18][C:19]([O:21][C:22]([CH3:25])([CH3:24])[CH3:23])=[O:20])=[C:10]([OH:26])[N:9]=1)[C:2]1[CH:7]=[CH:6][CH:5]=[CH:4][CH:3]=1.C(Cl)(=O)C(C)(C)C.Cl[CH2:35][CH2:36][N:37]1[CH2:42][CH2:41][O:40][CH2:39][CH2:38]1. Given the product [CH2:1]([C:8]1[N:13]=[C:12]([C:14]([O:16][CH3:17])=[O:15])[C:11]([O:18][C:19]([O:21][C:22]([CH3:23])([CH3:25])[CH3:24])=[O:20])=[C:10]([O:26][CH2:35][CH2:36][N:37]2[CH2:42][CH2:41][O:40][CH2:39][CH2:38]2)[N:9]=1)[C:2]1[CH:7]=[CH:6][CH:5]=[CH:4][CH:3]=1, predict the reactants needed to synthesize it.